From a dataset of Forward reaction prediction with 1.9M reactions from USPTO patents (1976-2016). Predict the product of the given reaction. (1) Given the reactants [CH:1]1([C:6]2([CH2:14][CH2:15][C:16]3[CH:21]=[CH:20][C:19]([CH2:22][C:23]#[N:24])=[C:18]([CH2:25][CH3:26])[CH:17]=3)[CH2:11][C:10](=[O:12])[CH2:9][C:8](=[O:13])[O:7]2)[CH2:5][CH2:4][CH2:3][CH2:2]1.[CH3:27][C:28]1[CH:33]=[C:32]([CH3:34])[N:31]2[N:35]=[C:36]([CH:38]=O)[N:37]=[C:30]2[N:29]=1, predict the reaction product. The product is: [CH:1]1([C:6]2([CH2:14][CH2:15][C:16]3[CH:21]=[CH:20][C:19]([CH2:22][C:23]#[N:24])=[C:18]([CH2:25][CH3:26])[CH:17]=3)[CH2:11][C:10]([OH:12])=[C:9]([CH2:38][C:36]3[N:37]=[C:30]4[N:29]=[C:28]([CH3:27])[CH:33]=[C:32]([CH3:34])[N:31]4[N:35]=3)[C:8](=[O:13])[O:7]2)[CH2:5][CH2:4][CH2:3][CH2:2]1. (2) Given the reactants [NH2:1][C:2]1[CH:7]=[CH:6][C:5]([Cl:8])=[CH:4][N:3]=1.[N:9]1[CH:14]=[CH:13][CH:12]=[CH:11][C:10]=1[CH:15]=[O:16].O[C:18]1[CH:19]=[CH:20][CH:21]=[C:22]2[C:27]=1[N:26]=[CH:25][CH:24]=[CH:23]2, predict the reaction product. The product is: [Cl:8][C:5]1[CH:6]=[CH:7][C:2]([NH:1][CH:18]([C:27]2[CH:22]=[CH:23][CH:24]=[CH:25][N:26]=2)[C:19]2[C:15]([OH:16])=[C:10]3[C:11]([CH:12]=[CH:13][CH:14]=[N:9]3)=[CH:21][CH:20]=2)=[N:3][CH:4]=1. (3) The product is: [N:30]1[CH:31]=[CH:32][CH:33]=[CH:34][C:29]=1[CH2:28][NH:8][CH2:9][C:10]1[CH:11]=[CH:12][C:13]([CH2:16][N:17]([CH2:40][C:36]2[S:35][CH:39]=[CH:38][N:37]=2)[CH:18]2[C:27]3[N:26]=[CH:25][CH:24]=[CH:23][C:22]=3[CH2:21][CH2:20][CH2:19]2)=[CH:14][CH:15]=1. Given the reactants C(OC([N:8]([CH2:28][C:29]1[CH:34]=[CH:33][CH:32]=[CH:31][N:30]=1)[CH2:9][C:10]1[CH:15]=[CH:14][C:13]([CH2:16][NH:17][CH:18]2[C:27]3[N:26]=[CH:25][CH:24]=[CH:23][C:22]=3[CH2:21][CH2:20][CH2:19]2)=[CH:12][CH:11]=1)=O)(C)(C)C.[S:35]1[CH:39]=[CH:38][N:37]=[C:36]1[CH:40]=O.[BH3-]C#N.[Na+], predict the reaction product.